Dataset: PAMPA (Parallel Artificial Membrane Permeability Assay) permeability data from NCATS. Task: Regression/Classification. Given a drug SMILES string, predict its absorption, distribution, metabolism, or excretion properties. Task type varies by dataset: regression for continuous measurements (e.g., permeability, clearance, half-life) or binary classification for categorical outcomes (e.g., BBB penetration, CYP inhibition). Dataset: pampa_ncats. The compound is CCOC1=CC=C(C=C1)CNC(=O)CCCN2C(=O)C3=NN(C(=C3C(=N2)C)C)C4=CC=C(C=C4)C. The result is 1 (high permeability).